Predict the reactants needed to synthesize the given product. From a dataset of Full USPTO retrosynthesis dataset with 1.9M reactions from patents (1976-2016). (1) Given the product [F:8][C:4]1[CH:5]=[CH:6][CH:7]=[C:2]([F:1])[C:3]=1[N:9]1[C:14]2[N:15]=[C:16]([S:37]([CH3:38])=[O:48])[N:17]=[C:18]([C:19]3[CH:20]=[C:21]([CH:33]=[CH:34][C:35]=3[CH3:36])[C:22]([NH:24][CH2:25][CH2:26][C:27]3[CH:28]=[CH:29][CH:30]=[CH:31][CH:32]=3)=[O:23])[C:13]=2[CH:12]=[CH:11][C:10]1=[O:39], predict the reactants needed to synthesize it. The reactants are: [F:1][C:2]1[CH:7]=[CH:6][CH:5]=[C:4]([F:8])[C:3]=1[N:9]1[C:14]2[N:15]=[C:16]([S:37][CH3:38])[N:17]=[C:18]([C:19]3[CH:20]=[C:21]([CH:33]=[CH:34][C:35]=3[CH3:36])[C:22]([NH:24][CH2:25][CH2:26][C:27]3[CH:32]=[CH:31][CH:30]=[CH:29][CH:28]=3)=[O:23])[C:13]=2[CH:12]=[CH:11][C:10]1=[O:39].C1C=C(Cl)C=C(C(OO)=[O:48])C=1. (2) Given the product [CH2:19]([C@@H:15]1[S:11][C:10]([NH:9][CH2:8][C@@H:7]([C:1]2[CH:6]=[CH:5][CH:4]=[CH:3][CH:2]=2)[CH3:13])=[N:12][C:16]1=[O:17])[CH3:20], predict the reactants needed to synthesize it. The reactants are: [C:1]1([C@@H:7]([CH3:13])[CH2:8][NH:9][C:10]([NH2:12])=[S:11])[CH:6]=[CH:5][CH:4]=[CH:3][CH:2]=1.Br[CH:15]([CH2:19][CH3:20])[C:16](O)=[O:17]. (3) Given the product [CH3:27][C:26]1[C:21]([N:18]2[CH2:19][CH2:20][N:15]([C:13]([C:5]3[CH:4]=[CH:3][C:2]([N:31]4[CH2:32][CH2:33][O:29][C:30]4=[O:34])=[CH:7][C:6]=3[NH:8][S:9]([CH3:12])(=[O:11])=[O:10])=[O:14])[CH2:16][CH2:17]2)=[N:22][CH:23]=[C:24]([CH3:28])[CH:25]=1, predict the reactants needed to synthesize it. The reactants are: Br[C:2]1[CH:3]=[CH:4][C:5]([C:13]([N:15]2[CH2:20][CH2:19][N:18]([C:21]3[C:26]([CH3:27])=[CH:25][C:24]([CH3:28])=[CH:23][N:22]=3)[CH2:17][CH2:16]2)=[O:14])=[C:6]([NH:8][S:9]([CH3:12])(=[O:11])=[O:10])[CH:7]=1.[O:29]1[CH2:33][CH2:32][NH:31][C:30]1=[O:34]. (4) Given the product [F:8][CH2:7][C:4]([NH:9][C:10]([C:12]1[C:13]2[CH2:14][C@@H:15]3[CH2:27][C@@H:16]3[C:17]=2[N:18]([C:20]2[CH:25]=[C:24]([Cl:26])[CH:23]=[CH:22][N:21]=2)[N:19]=1)=[O:11])([CH2:5][F:6])[CH2:3][OH:2], predict the reactants needed to synthesize it. The reactants are: C[O:2][C:3](=O)[C:4]([NH:9][C:10]([C:12]1[C:13]2[CH2:14][C@@H:15]3[CH2:27][C@@H:16]3[C:17]=2[N:18]([C:20]2[CH:25]=[C:24]([Cl:26])[CH:23]=[CH:22][N:21]=2)[N:19]=1)=[O:11])([CH2:7][F:8])[CH2:5][F:6].[BH4-].[Na+].C([O-])(O)=O.[Na+]. (5) Given the product [CH3:25][O:24][C:19]1[CH:20]=[CH:21][CH:22]=[CH:23][C:18]=1[C:17]1[N:10]=[C:1]([OH:9])[C:2]2[C:3](=[CH:5][CH:6]=[CH:7][CH:8]=2)[N:4]=1, predict the reactants needed to synthesize it. The reactants are: [C:1]([NH2:10])(=[O:9])[C:2]1[C:3](=[CH:5][CH:6]=[CH:7][CH:8]=1)[NH2:4].C(=O)([O-])[O-].[K+].[K+].[C:17](Cl)(=O)[C:18]1[C:19]([O:24][CH3:25])=[CH:20][CH:21]=[CH:22][CH:23]=1. (6) Given the product [ClH:36].[NH2:8][C@@H:9]([CH2:22][CH2:23][C:24]([NH:26][CH:27]1[CH2:35][C:34]2[C:29](=[CH:30][CH:31]=[CH:32][CH:33]=2)[CH2:28]1)=[O:25])[C:10]([NH:12][CH:13]1[CH2:14][C:15]2[C:20](=[CH:19][CH:18]=[CH:17][CH:16]=2)[CH2:21]1)=[O:11], predict the reactants needed to synthesize it. The reactants are: C(OC([NH:8][C@@H:9]([CH2:22][CH2:23][C:24]([NH:26][CH:27]1[CH2:35][C:34]2[C:29](=[CH:30][CH:31]=[CH:32][CH:33]=2)[CH2:28]1)=[O:25])[C:10]([NH:12][CH:13]1[CH2:21][C:20]2[C:15](=[CH:16][CH:17]=[CH:18][CH:19]=2)[CH2:14]1)=[O:11])=O)(C)(C)C.[ClH:36].O1CCOCC1. (7) Given the product [CH2:13]([C:17]1[N:18]([CH2:32][C:33]2[CH:34]=[CH:35][C:36]([C:39]3[CH:44]=[CH:43][CH:42]=[CH:41][C:40]=3[C:45]3[NH:3][C:4](=[O:7])[O:5][N:46]=3)=[CH:37][CH:38]=2)[C:19](=[O:31])[C:20]([C:24]2[CH:25]=[CH:26][C:27]([F:30])=[CH:28][CH:29]=2)=[C:21]([CH3:23])[N:22]=1)[CH2:14][CH2:15][CH3:16], predict the reactants needed to synthesize it. The reactants are: [Cl-].O[NH3+:3].[C:4](=[O:7])([O-])[OH:5].[Na+].CS(C)=O.[CH2:13]([C:17]1[N:18]([CH2:32][C:33]2[CH:38]=[CH:37][C:36]([C:39]3[C:40]([C:45]#[N:46])=[CH:41][CH:42]=[CH:43][CH:44]=3)=[CH:35][CH:34]=2)[C:19](=[O:31])[C:20]([C:24]2[CH:29]=[CH:28][C:27]([F:30])=[CH:26][CH:25]=2)=[C:21]([CH3:23])[N:22]=1)[CH2:14][CH2:15][CH3:16]. (8) Given the product [C:1]([O:5][C:6]([N:8]1[CH2:13][CH:12]2[C:10]([C:14]3[CH:15]=[CH:16][C:17]([N:20]4[CH2:24][C@H:23]([CH2:25][NH:26][C:36]([O:38][CH3:39])=[O:37])[O:22][C:21]4=[O:27])=[CH:18][CH:19]=3)([CH2:11]2)[CH2:9]1)=[O:7])([CH3:4])([CH3:2])[CH3:3], predict the reactants needed to synthesize it. The reactants are: [C:1]([O:5][C:6]([N:8]1[CH2:13][CH:12]2[C:10]([C:14]3[CH:19]=[CH:18][C:17]([N:20]4[CH2:24][C@H:23]([CH2:25][NH2:26])[O:22][C:21]4=[O:27])=[CH:16][CH:15]=3)([CH2:11]2)[CH2:9]1)=[O:7])([CH3:4])([CH3:3])[CH3:2].C(N(CC)CC)C.Cl[C:36]([O:38][CH3:39])=[O:37]. (9) Given the product [CH3:6][NH:8][CH2:9][CH2:10][N:11]([CH2:29][C:30]#[CH:31])[S:12]([C:15]1[CH:24]=[CH:23][C:22]2[NH:21][C:20](=[O:25])[C:19]3[NH:26][CH:27]=[CH:28][C:18]=3[C:17]=2[CH:16]=1)(=[O:14])=[O:13].[ClH:39].[CH2:33]([C:36]([OH:38])=[O:37])[CH2:34][CH3:35], predict the reactants needed to synthesize it. The reactants are: C(O[C:6]([N:8](C)[CH2:9][CH2:10][N:11]([CH2:29][C:30]#[CH:31])[S:12]([C:15]1[CH:24]=[CH:23][C:22]2[NH:21][C:20](=[O:25])[C:19]3[NH:26][CH:27]=[CH:28][C:18]=3[C:17]=2[CH:16]=1)(=[O:14])=[O:13])=O)(C)(C)C.[CH2:33]([C:36]([O-:38])=[O:37])[CH2:34][CH3:35].[ClH:39]. (10) The reactants are: [CH2:1]([S:3][C:4]1[NH:9][C:8](=[O:10])[N:7]([CH:11]([CH3:13])[CH3:12])[C:6](=[O:14])[N:5]=1)[CH3:2].C(=O)([O-])[O-].[K+].[K+].C(#N)C.[F:24][C:25]1[CH:32]=[CH:31][C:28]([CH2:29]Br)=[CH:27][CH:26]=1. Given the product [CH2:1]([S:3][C:4]1[N:9]([CH2:29][C:28]2[CH:31]=[CH:32][C:25]([F:24])=[CH:26][CH:27]=2)[C:8](=[O:10])[N:7]([CH:11]([CH3:13])[CH3:12])[C:6](=[O:14])[N:5]=1)[CH3:2], predict the reactants needed to synthesize it.